Dataset: Catalyst prediction with 721,799 reactions and 888 catalyst types from USPTO. Task: Predict which catalyst facilitates the given reaction. (1) Reactant: CCN(C(C)C)C(C)C.Cl.[NH2:11][CH2:12][C:13]([N:15]1[CH2:20][CH2:19][N:18]([C:21](=[O:32])[C:22]2[CH:27]=[CH:26][CH:25]=[CH:24][C:23]=2[C:28]([F:31])([F:30])[F:29])[CH2:17][CH2:16]1)=[O:14].C1C=CC2N(O)N=NC=2C=1.CCN=C=NCCCN(C)C.[F:54][C:55]1[CH:60]=[CH:59][CH:58]=[C:57]([F:61])[C:56]=1[C:62]1[CH:67]=[CH:66][C:65]([C:68](O)=[O:69])=[CH:64][CH:63]=1. Product: [O:14]=[C:13]([N:15]1[CH2:16][CH2:17][N:18]([C:21](=[O:32])[C:22]2[CH:27]=[CH:26][CH:25]=[CH:24][C:23]=2[C:28]([F:31])([F:29])[F:30])[CH2:19][CH2:20]1)[CH2:12][NH:11][C:68]([C:65]1[CH:64]=[CH:63][C:62]([C:56]2[C:57]([F:61])=[CH:58][CH:59]=[CH:60][C:55]=2[F:54])=[CH:67][CH:66]=1)=[O:69]. The catalyst class is: 18. (2) Reactant: [F:1][C:2]([F:15])([F:14])[S:3][C:4]1[CH:5]=[C:6]([CH2:10][C:11]([OH:13])=[O:12])[CH:7]=[CH:8][CH:9]=1.[CH3:16]O. Product: [CH3:16][O:12][C:11](=[O:13])[CH2:10][C:6]1[CH:7]=[CH:8][CH:9]=[C:4]([S:3][C:2]([F:14])([F:1])[F:15])[CH:5]=1. The catalyst class is: 65. (3) Reactant: [H-].[Na+].O=[C:4]1[CH2:9][CH2:8][N:7]([C:10]([O:12][CH2:13][C:14]2[CH:19]=[CH:18][CH:17]=[CH:16][CH:15]=2)=[O:11])[CH2:6][CH2:5]1.O.[CH3:21]S(C)=O. The catalyst class is: 629. Product: [CH2:21]=[C:4]1[CH2:9][CH2:8][N:7]([C:10]([O:12][CH2:13][C:14]2[CH:19]=[CH:18][CH:17]=[CH:16][CH:15]=2)=[O:11])[CH2:6][CH2:5]1. (4) Reactant: [Li+].CC([N-]C(C)C)C.[O:9]1C=C[CH:11]=[C:10]1[C:14]1[N:22]=[CH:21][N:20]=[C:19]2[C:15]=1[N:16]=[CH:17][N:18]2[CH2:23][C:24]1[CH:29]=[CH:28][C:27]([O:30][CH3:31])=[CH:26][CH:25]=1.[Cl:32][C:33](Cl)(Cl)[C:34](Cl)(Cl)Cl.[NH4+].[Cl-:41]. Product: [Cl:41][C:17]1[N:18]([CH2:23][C:24]2[CH:29]=[CH:28][C:27]([O:30][CH3:31])=[CH:26][CH:25]=2)[C:19]2[C:15]([N:16]=1)=[C:14]([C:10]1[O:9][C:33]([Cl:32])=[CH:34][CH:11]=1)[N:22]=[CH:21][N:20]=2. The catalyst class is: 1. (5) Reactant: [CH3:1][O:2][C:3]1[CH:4]=[C:5]([CH:7]=[CH:8][C:9]=1[C:10]1[O:14][CH:13]=[N:12][CH:11]=1)[NH2:6].[Br:15][CH:16]([CH2:20][CH:21]([CH3:23])[CH3:22])[C:17](O)=[O:18].CN(C(ON1N=NC2C=CC=NC1=2)=[N+](C)C)C.F[P-](F)(F)(F)(F)F.C(N(CC)C(C)C)(C)C.C([O-])(O)=O.[Na+]. Product: [Br:15][CH:16]([CH2:20][CH:21]([CH3:23])[CH3:22])[C:17]([NH:6][C:5]1[CH:7]=[CH:8][C:9]([C:10]2[O:14][CH:13]=[N:12][CH:11]=2)=[C:3]([O:2][CH3:1])[CH:4]=1)=[O:18]. The catalyst class is: 4. (6) Reactant: [F:1][C:2]1[CH:7]=[CH:6][C:5]([C:8]2[CH:9]=[C:10]([C:35]([F:38])([F:37])[F:36])[C:11]3[C:12]([N:34]=2)=[N:13][N:14]2[C:19]([CH:20]4[CH2:25][CH2:24][N:23](C(OC(C)(C)C)=O)[CH2:22][CH2:21]4)=[CH:18][C:17](=[O:33])[NH:16][C:15]=32)=[CH:4][CH:3]=1.[ClH:39]. Product: [ClH:39].[F:1][C:2]1[CH:3]=[CH:4][C:5]([C:8]2[CH:9]=[C:10]([C:35]([F:38])([F:36])[F:37])[C:11]3[C:12]([N:34]=2)=[N:13][N:14]2[C:19]([CH:20]4[CH2:25][CH2:24][NH:23][CH2:22][CH2:21]4)=[CH:18][C:17](=[O:33])[NH:16][C:15]=32)=[CH:6][CH:7]=1. The catalyst class is: 71.